Regression. Given two drug SMILES strings and cell line genomic features, predict the synergy score measuring deviation from expected non-interaction effect. From a dataset of NCI-60 drug combinations with 297,098 pairs across 59 cell lines. (1) Drug 1: CC12CCC3C(C1CCC2=O)CC(=C)C4=CC(=O)C=CC34C. Drug 2: CCCS(=O)(=O)NC1=C(C(=C(C=C1)F)C(=O)C2=CNC3=C2C=C(C=N3)C4=CC=C(C=C4)Cl)F. Cell line: DU-145. Synergy scores: CSS=42.5, Synergy_ZIP=1.94, Synergy_Bliss=2.86, Synergy_Loewe=1.17, Synergy_HSA=0.579. (2) Drug 1: C1CN1P(=S)(N2CC2)N3CC3. Drug 2: CC1C(C(CC(O1)OC2CC(CC3=C2C(=C4C(=C3O)C(=O)C5=C(C4=O)C(=CC=C5)OC)O)(C(=O)CO)O)N)O.Cl. Cell line: MDA-MB-435. Synergy scores: CSS=24.3, Synergy_ZIP=-1.55, Synergy_Bliss=-1.60, Synergy_Loewe=-7.55, Synergy_HSA=-1.62. (3) Drug 1: CN(C(=O)NC(C=O)C(C(C(CO)O)O)O)N=O. Drug 2: CC12CCC3C(C1CCC2OP(=O)(O)O)CCC4=C3C=CC(=C4)OC(=O)N(CCCl)CCCl.[Na+]. Cell line: NCI-H226. Synergy scores: CSS=8.71, Synergy_ZIP=0.135, Synergy_Bliss=1.29, Synergy_Loewe=-2.88, Synergy_HSA=-1.15. (4) Drug 1: C(CC(=O)O)C(=O)CN.Cl. Drug 2: CC1=C(C(=O)C2=C(C1=O)N3CC4C(C3(C2COC(=O)N)OC)N4)N. Cell line: SK-OV-3. Synergy scores: CSS=17.4, Synergy_ZIP=-13.5, Synergy_Bliss=-5.06, Synergy_Loewe=-16.8, Synergy_HSA=-3.10. (5) Drug 1: CC1C(C(CC(O1)OC2CC(CC3=C2C(=C4C(=C3O)C(=O)C5=C(C4=O)C(=CC=C5)OC)O)(C(=O)CO)O)N)O.Cl. Drug 2: COC1=CC(=CC(=C1O)OC)C2C3C(COC3=O)C(C4=CC5=C(C=C24)OCO5)OC6C(C(C7C(O6)COC(O7)C8=CC=CS8)O)O. Cell line: MCF7. Synergy scores: CSS=19.9, Synergy_ZIP=-9.13, Synergy_Bliss=2.78, Synergy_Loewe=-2.02, Synergy_HSA=2.46.